The task is: Predict the reactants needed to synthesize the given product.. This data is from Full USPTO retrosynthesis dataset with 1.9M reactions from patents (1976-2016). (1) Given the product [CH2:1]([N:3]([S:7][S:8][S:9][CH2:10][CH2:11][CH2:12][CH2:13][CH2:14][CH2:15][S:16][S:17][S:18][N:3]([CH2:4][CH3:5])[CH2:1][CH3:2])[CH2:4][CH3:5])[CH3:2], predict the reactants needed to synthesize it. The reactants are: [CH2:1]([NH:3][CH2:4][CH3:5])[CH3:2].Cl[S:7][S:8][S:9][CH2:10][CH2:11][CH2:12][CH2:13][CH2:14][CH2:15][S:16][S:17][S:18]Cl. (2) Given the product [C:10]([NH:13][C:14]1[CH:20]=[CH:19][C:17]([NH:18][C:2]2[N:7]=[C:6]([NH:18][C:17]3[CH:16]=[CH:15][C:14]([NH:13][C:10](=[O:12])[CH3:11])=[CH:20][CH:19]=3)[C:5]([F:9])=[CH:4][N:3]=2)=[CH:16][CH:15]=1)(=[O:12])[CH3:11], predict the reactants needed to synthesize it. The reactants are: Cl[C:2]1[N:7]=[C:6](Cl)[C:5]([F:9])=[CH:4][N:3]=1.[C:10]([NH:13][C:14]1[CH:20]=[CH:19][C:17]([NH2:18])=[CH:16][CH:15]=1)(=[O:12])[CH3:11]. (3) Given the product [CH2:19]([O:18][C:16]([C:15]1[CH:21]=[CH:22][C:12]([O:11][C:9]2[CH:8]=[CH:7][N:6]=[C:5]3[N:4]([CH2:23][C:24]4[CH:29]=[CH:28][C:27]([O:30][CH3:31])=[CH:26][CH:25]=4)[N:3]=[C:2]([C:40]4[CH2:41][N:42]([C:44]([O:46][C:47]([CH3:50])([CH3:49])[CH3:48])=[O:45])[CH2:43][CH2:38][CH:39]=4)[C:10]=23)=[CH:13][CH:14]=1)=[O:17])[CH3:20], predict the reactants needed to synthesize it. The reactants are: I[C:2]1[C:10]2[C:5](=[N:6][CH:7]=[CH:8][C:9]=2[O:11][C:12]2[CH:22]=[CH:21][C:15]([C:16]([O:18][CH2:19][CH3:20])=[O:17])=[CH:14][CH:13]=2)[N:4]([CH2:23][C:24]2[CH:29]=[CH:28][C:27]([O:30][CH3:31])=[CH:26][CH:25]=2)[N:3]=1.CC1(C)OB([C:38]2[CH2:43][N:42]([C:44]([O:46][C:47]([CH3:50])([CH3:49])[CH3:48])=[O:45])[CH2:41][CH2:40][CH:39]=2)OC1(C)C.[O-]P([O-])([O-])=O.[K+].[K+].[K+].C1(P(C2CCCCC2)C2CCCCC2)CCCCC1. (4) Given the product [CH2:1]([O:3][C:4](=[O:20])[C:5]([CH3:7])([O:8][C:9]1[CH:18]=[C:17]([O:19][CH2:28][C:27]2[C:22]([CH3:21])=[N:23][C:24]([C:30]3[CH:31]=[CH:32][C:33]([C:36]([F:39])([F:37])[F:38])=[CH:34][CH:35]=3)=[CH:25][CH:26]=2)[C:16]2[C:11](=[CH:12][CH:13]=[CH:14][CH:15]=2)[CH:10]=1)[CH3:6])[CH3:2], predict the reactants needed to synthesize it. The reactants are: [CH2:1]([O:3][C:4](=[O:20])[C:5]([O:8][C:9]1[CH:18]=[C:17]([OH:19])[C:16]2[C:11](=[CH:12][CH:13]=[CH:14][CH:15]=2)[CH:10]=1)([CH3:7])[CH3:6])[CH3:2].[CH3:21][C:22]1[C:27]([CH2:28]O)=[CH:26][CH:25]=[C:24]([C:30]2[CH:35]=[CH:34][C:33]([C:36]([F:39])([F:38])[F:37])=[CH:32][CH:31]=2)[N:23]=1. (5) Given the product [C:38]([N:11]1[CH2:12][CH2:13][NH:8][CH:9]([CH2:21][C:22]([O:24][CH3:25])=[O:23])[CH2:10]1)([O:37][C:34]([CH3:33])([CH3:35])[CH3:36])=[O:40], predict the reactants needed to synthesize it. The reactants are: C([N:8]1[CH2:13][CH2:12][N:11](CC2C=CC=CC=2)[CH2:10][CH:9]1[CH2:21][C:22]([O:24][CH3:25])=[O:23])C1C=CC=CC=1.Cl.C([O-])([O-])=O.[K+].[K+].[CH3:33][C:34]([O:37][C:38]([O:40]N=C(C1C=CC=CC=1)C#N)=O)([CH3:36])[CH3:35]. (6) Given the product [C:1]([O:5][C:6]([N:8]1[CH2:9][CH2:10][CH:11]([CH2:14][O:15][CH2:16][CH:17]([NH:25][C:35]([C:33]2[S:32][C:31]3[CH:38]=[C:27]([Cl:26])[CH:28]=[CH:29][C:30]=3[CH:34]=2)=[O:36])[C:18]2[CH:23]=[CH:22][CH:21]=[CH:20][C:19]=2[Cl:24])[CH2:12][CH2:13]1)=[O:7])([CH3:4])([CH3:2])[CH3:3], predict the reactants needed to synthesize it. The reactants are: [C:1]([O:5][C:6]([N:8]1[CH2:13][CH2:12][CH:11]([CH2:14][O:15][CH2:16][CH:17]([NH2:25])[C:18]2[CH:23]=[CH:22][CH:21]=[CH:20][C:19]=2[Cl:24])[CH2:10][CH2:9]1)=[O:7])([CH3:4])([CH3:3])[CH3:2].[Cl:26][C:27]1[CH:28]=[CH:29][C:30]2[CH:34]=[C:33]([C:35](O)=[O:36])[S:32][C:31]=2[CH:38]=1. (7) Given the product [CH3:1][C:2]1([CH3:20])[O:11][C:10]2[C:5](=[N:6][C:7]([CH2:12][N:13]([C:14]3[CH:19]=[CH:18][CH:17]=[CH:16][CH:15]=3)[C:33](=[O:34])[C:32]3[CH:36]=[CH:37][C:38]([O:39][CH3:40])=[C:30]([O:29][CH3:28])[CH:31]=3)=[CH:8][CH:9]=2)[CH:4]=[CH:3]1, predict the reactants needed to synthesize it. The reactants are: [CH3:1][C:2]1([CH3:20])[O:11][C:10]2[C:5](=[N:6][C:7]([CH2:12][NH:13][C:14]3[CH:19]=[CH:18][CH:17]=[CH:16][CH:15]=3)=[CH:8][CH:9]=2)[CH:4]=[CH:3]1.C(N(CC)CC)C.[CH3:28][O:29][C:30]1[CH:31]=[C:32]([CH:36]=[CH:37][C:38]=1[O:39][CH3:40])[C:33](Cl)=[O:34].C(Cl)Cl.CCOC(C)=O. (8) Given the product [N:62]([CH2:10][C@H:11]1[O:15][C@@H:14]([N:16]2[C:25]3[N:24]=[CH:23][N:22]=[C:20]([NH2:21])[C:19]=3[N:18]=[CH:17]2)[CH2:13][C@@H:12]1[OH:26])=[N+:63]=[N-:64], predict the reactants needed to synthesize it. The reactants are: C1(C)C=CC(S([CH:10](O)[C@H:11]2[O:15][C@@H:14]([N:16]3[C:25]4[N:24]=[CH:23][N:22]=[C:20]([NH2:21])[C:19]=4[N:18]=[CH:17]3)[CH2:13][C@@H:12]2[OH:26])(=O)=O)=CC=1.C1(C)C(S(C(O)[C@H]2O[C@@H](N3C4N=CN=C(N)C=4N=C3)C[C@@H]2O)(=O)=O)=CC=CC=1.CN(C=O)C.[N-:62]=[N+:63]=[N-:64].[Na+]. (9) Given the product [CH3:1][C:2]([CH3:21])([CH3:20])[CH2:3][N:4]([CH2:17][CH2:18][O:19][C:26]1[CH:27]=[CH:28][C:23]([F:22])=[CH:24][CH:25]=1)[C:5]1[CH:12]=[CH:11][C:8]([C:9]#[N:10])=[C:7]([C:13]([F:14])([F:15])[F:16])[CH:6]=1, predict the reactants needed to synthesize it. The reactants are: [CH3:1][C:2]([CH3:21])([CH3:20])[CH2:3][N:4]([CH2:17][CH2:18][OH:19])[C:5]1[CH:12]=[CH:11][C:8]([C:9]#[N:10])=[C:7]([C:13]([F:16])([F:15])[F:14])[CH:6]=1.[F:22][C:23]1[CH:28]=[CH:27][C:26](O)=[CH:25][CH:24]=1.